From a dataset of Full USPTO retrosynthesis dataset with 1.9M reactions from patents (1976-2016). Predict the reactants needed to synthesize the given product. (1) Given the product [Cl:1][C:2]1[CH:3]=[C:4]([CH2:12][O:13][C:14]2[C:15]([F:26])=[CH:16][C:17]([CH2:21][CH2:22][CH2:23][OH:24])=[CH:18][C:19]=2[F:20])[C:5]2[S:9][C:8]([CH3:10])=[CH:7][C:6]=2[CH:11]=1, predict the reactants needed to synthesize it. The reactants are: [Cl:1][C:2]1[CH:3]=[C:4]([CH2:12][O:13][C:14]2[C:19]([F:20])=[CH:18][C:17]([CH2:21][CH2:22][C:23](O)=[O:24])=[CH:16][C:15]=2[F:26])[C:5]2[S:9][C:8]([CH3:10])=[CH:7][C:6]=2[CH:11]=1.[H-].[H-].[H-].[H-].[Li+].[Al+3]. (2) The reactants are: Cl[C:2]([O:4][C:5]1[CH:10]=[CH:9][CH:8]=[CH:7][CH:6]=1)=[O:3].[NH2:11][C:12]1[C:13]([O:25][CH3:26])=[C:14]([CH:18]=[C:19]([C:21]([CH3:24])([CH3:23])[CH3:22])[CH:20]=1)[C:15]([NH2:17])=[O:16].C([O-])(O)=O.[Na+]. Given the product [C:21]([C:19]1[CH:18]=[C:14]([C:15](=[O:16])[NH2:17])[C:13]([O:25][CH3:26])=[C:12]([NH:11][C:2](=[O:3])[O:4][C:5]2[CH:10]=[CH:9][CH:8]=[CH:7][CH:6]=2)[CH:20]=1)([CH3:24])([CH3:22])[CH3:23], predict the reactants needed to synthesize it.